This data is from Reaction yield outcomes from USPTO patents with 853,638 reactions. The task is: Predict the reaction yield, written as a fraction of the theoretical maximum amount of product (1.0 means a 100% yield; for example, 0.34 means a 34% yield). (1) The reactants are [I:1][C:2]1[CH:10]=[C:9]([O:11][CH3:12])[C:8]([O:13][CH3:14])=[CH:7][C:3]=1[C:4]([OH:6])=O.Cl.[NH2:16][CH2:17][C:18]([O:20][CH2:21][CH3:22])=[O:19].CCN=C=NCCCN(C)C.C1C=CC2N(O)N=NC=2C=1.CCN(CC)CC. The catalyst is C(Cl)Cl. The product is [I:1][C:2]1[CH:10]=[C:9]([O:11][CH3:12])[C:8]([O:13][CH3:14])=[CH:7][C:3]=1[C:4]([NH:16][CH2:17][C:18]([O:20][CH2:21][CH3:22])=[O:19])=[O:6]. The yield is 0.950. (2) The reactants are [CH:1]1([S:4]([C:7]2[CH:12]=[CH:11][C:10]([CH:13]([C:21]3[NH:25][C:24]([C:26]4[N:31]=[CH:30]C(CC#N)=C[CH:27]=4)=[CH:23][CH:22]=3)[CH2:14][CH:15]3CCO[CH2:17][CH2:16]3)=[CH:9][CH:8]=2)(=[O:6])=[O:5])[CH2:3][CH2:2]1.[O:35]1[CH2:39][CH2:38][CH2:37][CH2:36]1.[CH2:40]([OH:42])[CH3:41].[OH-:43].[Na+]. The catalyst is C(O)(=O)C. The product is [CH:1]1([S:4]([C:7]2[CH:8]=[CH:9][C:10]([CH:13]([C:21]3[NH:25][C:24]([C:26]4[N:31]=[CH:30][C:37]([CH2:38][C:39]([OH:35])=[O:43])=[CH:36][CH:27]=4)=[CH:23][CH:22]=3)[CH2:14][CH:15]3[CH2:16][CH2:17][O:42][CH2:40][CH2:41]3)=[CH:11][CH:12]=2)(=[O:6])=[O:5])[CH2:2][CH2:3]1. The yield is 0.630. (3) The reactants are C[O:2][C:3]1[CH:4]=[C:5]2[C:14]3[C:15](=[C:17]4[C:22](=[N:23][C:13]=3[C:12]3[CH:11]=[CH:10][CH:9]=[CH:8][C:7]=3[N:6]2[CH3:24])[CH:21]=[CH:20][CH:19]=[CH:18]4)[CH:16]=1.C1C=CC=CC=1.CO.C(=O)([O-])O.[Na+]. The catalyst is C(OCC)(=O)C. The product is [OH:2][C:3]1[CH:4]=[C:5]2[C:14]3[C:15](=[C:17]4[C:22](=[N:23][C:13]=3[C:12]3[CH:11]=[CH:10][CH:9]=[CH:8][C:7]=3[N:6]2[CH3:24])[CH:21]=[CH:20][CH:19]=[CH:18]4)[CH:16]=1. The yield is 0.997. (4) The reactants are [C:1]([O:5][C:6](=[O:16])[N:7]([C:10]1[S:14][C:13]([Br:15])=[N:12][CH:11]=1)[CH2:8]C)([CH3:4])([CH3:3])[CH3:2].[Cl:17]N1C(=O)CCC1=O. The catalyst is C(#N)C. The product is [C:1]([O:5][C:6](=[O:16])[N:7]([C:10]1[S:14][C:13]([Br:15])=[N:12][C:11]=1[Cl:17])[CH3:8])([CH3:4])([CH3:3])[CH3:2]. The yield is 0.950.